From a dataset of Forward reaction prediction with 1.9M reactions from USPTO patents (1976-2016). Predict the product of the given reaction. (1) Given the reactants C[O:2][C:3]1[C:8]([N+:9]([O-:11])=[O:10])=[CH:7][N:6]=[C:5]2[CH2:12][CH2:13][CH2:14][C:4]=12.Br, predict the reaction product. The product is: [N+:9]([C:8]1[C:3]([OH:2])=[C:4]2[CH2:14][CH2:13][CH2:12][C:5]2=[N:6][CH:7]=1)([O-:11])=[O:10]. (2) Given the reactants [F:1][C:2]1[CH:7]=[CH:6][C:5]([C:8]2[CH2:12][NH:11][C@H:10]([C:13]([OH:15])=[O:14])[CH:9]=2)=[CH:4][CH:3]=1, predict the reaction product. The product is: [F:1][C:2]1[CH:7]=[CH:6][C:5]([C@@H:8]2[CH2:12][NH:11][C@H:10]([C:13]([OH:15])=[O:14])[CH2:9]2)=[CH:4][CH:3]=1. (3) Given the reactants Cl.[CH2:2]([N:9]1[CH2:16][CH2:15][C:12]2([CH2:14][CH2:13]2)[C:11](=[O:17])[CH2:10]1)[C:3]1[CH:8]=[CH:7][CH:6]=[CH:5][CH:4]=1.C1N=C(N)C2N=CN([C@@H]3O[C@H](COP(OP(OC[C@H]4O[C@@H](N5C=C(C(N)=O)CC=C5)[C@H](O)[C@@H]4O)(O)=O)(O)=O)[C@@H](O)[C@H]3O)C=2N=1.[OH-].[Na+].C1C=[N+]([C@@H]2O[C@H](COP(OP(OC[C@H]3O[C@@H](N4C5N=CN=C(N)C=5N=C4)[C@H](O)[C@@H]3O)(O)=O)([O-])=O)[C@@H](O)[C@H]2O)C=C(C(N)=O)C=1.[Cl-].[Mg+2].[Cl-], predict the reaction product. The product is: [CH2:2]([N:9]1[CH2:16][CH2:15][C:12]2([CH2:13][CH2:14]2)[C@H:11]([OH:17])[CH2:10]1)[C:3]1[CH:4]=[CH:5][CH:6]=[CH:7][CH:8]=1.